Dataset: Blood-brain barrier permeability classification from the B3DB database. Task: Regression/Classification. Given a drug SMILES string, predict its absorption, distribution, metabolism, or excretion properties. Task type varies by dataset: regression for continuous measurements (e.g., permeability, clearance, half-life) or binary classification for categorical outcomes (e.g., BBB penetration, CYP inhibition). Dataset: b3db_classification. The molecule is CC(NC(C)(C)C)C(=O)c1cccc(Cl)c1. The result is 1 (penetrates BBB).